Dataset: Full USPTO retrosynthesis dataset with 1.9M reactions from patents (1976-2016). Task: Predict the reactants needed to synthesize the given product. Given the product [C:2]1(=[O:1])[C:6]2[CH:7]=[CH:8][CH:9]=[CH:10][C:5]=2[CH2:4][O:3]1, predict the reactants needed to synthesize it. The reactants are: [O:1]=[C:2]1[C:6]2[CH:7]=[CH:8][C:9](C(C)C=O)=[CH:10][C:5]=2[CH2:4][O:3]1.N1(C(=O)CC2C=CC(N3C=NN=N3)=CC=2)CCNCC1.C(O[BH-](OC(=O)C)OC(=O)C)(=O)C.[Na+].